This data is from Peptide-MHC class I binding affinity with 185,985 pairs from IEDB/IMGT. The task is: Regression. Given a peptide amino acid sequence and an MHC pseudo amino acid sequence, predict their binding affinity value. This is MHC class I binding data. The peptide sequence is QSIENEETI. The MHC is H-2-Db with pseudo-sequence H-2-Db. The binding affinity (normalized) is 1.00.